Dataset: Catalyst prediction with 721,799 reactions and 888 catalyst types from USPTO. Task: Predict which catalyst facilitates the given reaction. (1) Reactant: [SH:1][C:2]1[CH:7]=[CH:6][CH:5]=[CH:4][N:3]=1.[H-].[Na+].[H][H].Cl[CH2:13][CH2:14][CH2:15][O:16][CH2:17][CH2:18][N:19]1[C:31]2[C:30]3[CH:29]=[CH:28][CH:27]=[CH:26][C:25]=3[N:24]=[C:23]([NH2:32])[C:22]=2[N:21]=[C:20]1[CH2:33][CH2:34][CH3:35]. Product: [CH2:33]([C:20]1[N:19]([CH2:18][CH2:17][O:16][CH2:15][CH2:14][CH2:13][S:1][C:2]2[CH:7]=[CH:6][CH:5]=[CH:4][N:3]=2)[C:31]2[C:30]3[CH:29]=[CH:28][CH:27]=[CH:26][C:25]=3[N:24]=[C:23]([NH2:32])[C:22]=2[N:21]=1)[CH2:34][CH3:35]. The catalyst class is: 18. (2) Reactant: [OH:1][C:2]1[CH:3]=[CH:4][C:5]([CH:8]=[O:9])=[N:6][CH:7]=1.C([O-])([O-])=O.[K+].[K+].[CH3:16][N:17]([CH3:21])[CH2:18][CH2:19]Cl.Cl.[OH-].[Na+]. Product: [CH3:16][N:17]([CH3:21])[CH2:18][CH2:19][O:1][C:2]1[CH:3]=[CH:4][C:5]([CH:8]=[O:9])=[N:6][CH:7]=1. The catalyst class is: 1. (3) Reactant: Cl.C([O:6][C:7](=[O:34])[CH2:8][N:9]([S:16]([C:19]1[CH:28]=[C:27]2[C:22]([C:23]([Cl:33])=[CH:24][N:25]=[C:26]2[NH:29][C:30]([NH2:32])=[NH:31])=[CH:21][CH:20]=1)(=[O:18])=[O:17])[CH2:10][CH:11]1[CH2:15][CH2:14][CH2:13][CH2:12]1)(C)(C)C. Product: [ClH:33].[Cl:33][C:23]1[C:22]2[C:27](=[CH:28][C:19]([S:16]([N:9]([CH2:10][CH:11]3[CH2:15][CH2:14][CH2:13][CH2:12]3)[CH2:8][C:7]([OH:34])=[O:6])(=[O:17])=[O:18])=[CH:20][CH:21]=2)[C:26]([NH:29][C:30]([NH2:32])=[NH:31])=[N:25][CH:24]=1. The catalyst class is: 12. (4) Reactant: [NH2:1][C:2]1[N:10]=[C:9]([C:11]([F:14])([F:13])[F:12])[CH:8]=[CH:7][C:3]=1[C:4]([OH:6])=O.O1CCCC1.C([N:22](CC)CC)C.[CH:27]1([C:31](Cl)=[O:32])[CH2:30][CH2:29][CH2:28]1. Product: [CH:27]1([C:31]([NH:1][C:2]2[N:10]=[C:9]([C:11]([F:14])([F:13])[F:12])[CH:8]=[CH:7][C:3]=2[C:4]([NH2:22])=[O:6])=[O:32])[CH2:30][CH2:29][CH2:28]1. The catalyst class is: 46. (5) The catalyst class is: 128. Product: [CH2:1]([O:8][C:9]1[CH:10]=[C:11]([C:30]2[CH:35]=[CH:34][CH:33]=[CH:32][N:31]=2)[C:12]2[S:16][C:15]([NH:17][C:18]([NH:20][CH2:21][CH3:22])=[O:19])=[N:14][C:13]=2[CH:23]=1)[C:2]1[CH:7]=[CH:6][CH:5]=[CH:4][CH:3]=1. Reactant: [CH2:1]([O:8][C:9]1[CH:10]=[C:11](Br)[C:12]2[S:16][C:15]([NH:17][C:18]([NH:20][CH2:21][CH3:22])=[O:19])=[N:14][C:13]=2[CH:23]=1)[C:2]1[CH:7]=[CH:6][CH:5]=[CH:4][CH:3]=1.C([Sn](CCCC)(CCCC)[C:30]1[CH:35]=[CH:34][CH:33]=[CH:32][N:31]=1)CCC. (6) Reactant: [CH2:1]([C@H:4]1[NH:11][CH2:10][C:9]2[CH:12]=[CH:13][CH:14]=[CH:15][C:8]=2[CH2:7][O:6][CH2:5]1)[CH:2]=[CH2:3].[N:16]1[C:25]2[C:20](=[CH:21][CH:22]=[CH:23][C:24]=2[S:26](Cl)(=[O:28])=[O:27])[CH:19]=[CH:18][CH:17]=1. Product: [CH2:1]([C@H:4]1[N:11]([S:26]([C:24]2[CH:23]=[CH:22][CH:21]=[C:20]3[C:25]=2[N:16]=[CH:17][CH:18]=[CH:19]3)(=[O:27])=[O:28])[CH2:10][C:9]2[CH:12]=[CH:13][CH:14]=[CH:15][C:8]=2[CH2:7][O:6][CH2:5]1)[CH:2]=[CH2:3]. The catalyst class is: 79.